Dataset: Peptide-MHC class I binding affinity with 185,985 pairs from IEDB/IMGT. Task: Regression. Given a peptide amino acid sequence and an MHC pseudo amino acid sequence, predict their binding affinity value. This is MHC class I binding data. (1) The peptide sequence is STLQNNSVV. The MHC is H-2-Kb with pseudo-sequence H-2-Kb. The binding affinity (normalized) is 0.295. (2) The peptide sequence is KTAVQMAVF. The MHC is HLA-B40:02 with pseudo-sequence HLA-B40:02. The binding affinity (normalized) is 0. (3) The binding affinity (normalized) is 0.510. The peptide sequence is CESDIEKKI. The MHC is H-2-Kk with pseudo-sequence H-2-Kk. (4) The peptide sequence is YQAVVPLVY. The MHC is HLA-B40:02 with pseudo-sequence HLA-B40:02. The binding affinity (normalized) is 0.614.